From a dataset of Reaction yield outcomes from USPTO patents with 853,638 reactions. Predict the reaction yield, written as a fraction of the theoretical maximum amount of product (1.0 means a 100% yield; for example, 0.34 means a 34% yield). (1) The reactants are [CH3:1][N:2]1[CH2:7][CH2:6][CH:5]([CH2:8][CH2:9][CH2:10][CH2:11][O:12][C:13]2[CH:14]=[C:15]([CH:18]=[CH:19][N:20]=2)[C:16]#[N:17])[CH2:4][CH2:3]1.C[N:22]1[CH2:27][CH2:26][CH:25]([CH2:28][CH2:29][CH2:30][CH2:31]O)CC1.[H-].[Na+].Cl[C:36]1C=C(C=CN=1)C#N.C([O-])(O)=O.[Na+]. The catalyst is CN(C=O)C.O. The product is [CH3:31][C:30]1[C:27]2[N:22]=[C:16]([C:15]3[CH:18]=[CH:19][N:20]=[C:13]([O:12][CH2:11][CH2:10][CH2:9][CH2:8][CH:5]4[CH2:6][CH2:7][N:2]([CH3:1])[CH2:3][CH2:4]4)[CH:14]=3)[NH:17][C:26]=2[CH:25]=[C:28]([CH3:36])[CH:29]=1. The yield is 0.280. (2) The reactants are [OH:1][C:2]1[CH:3]=[C:4]2[C:9](=[CH:10][CH:11]=1)[CH:8]=[N:7][CH:6]=[CH:5]2.Br[C:13]([CH3:19])([CH3:18])[C:14]([O:16][CH3:17])=[O:15].C(=O)([O-])[O-].[K+].[K+]. The catalyst is CN(C=O)C. The product is [CH:8]1[C:9]2[C:4](=[CH:3][C:2]([O:1][C:13]([CH3:19])([CH3:18])[C:14]([O:16][CH3:17])=[O:15])=[CH:11][CH:10]=2)[CH:5]=[CH:6][N:7]=1. The yield is 0.740. (3) The reactants are [CH3:1][N:2]1[C:10]2[C:5](=[CH:6][C:7]([N+:11]([O-])=O)=[CH:8][CH:9]=2)[CH:4]=[C:3]1[C:14]([O:16][CH2:17][CH3:18])=[O:15].C([O-])=O.[NH4+]. The catalyst is [Pd].C(O)C.O. The product is [NH2:11][C:7]1[CH:6]=[C:5]2[C:10](=[CH:9][CH:8]=1)[N:2]([CH3:1])[C:3]([C:14]([O:16][CH2:17][CH3:18])=[O:15])=[CH:4]2. The yield is 0.860. (4) The reactants are [NH2:1][C:2]1[CH:18]=[CH:17][C:16]([Cl:19])=[CH:15][C:3]=1[C:4]([NH:6][CH:7]1[CH2:12][CH2:11][C:10](=[O:13])[NH:9][C:8]1=[O:14])=[O:5].[CH:20](OC)(OC)OC.C1(C)C=CC(S(O)(=O)=O)=CC=1. No catalyst specified. The product is [Cl:19][C:16]1[CH:15]=[C:3]2[C:2](=[CH:18][CH:17]=1)[N:1]=[CH:20][N:6]([CH:7]1[CH2:12][CH2:11][C:10](=[O:13])[NH:9][C:8]1=[O:14])[C:4]2=[O:5]. The yield is 0.740. (5) The product is [CH2:1]([NH:3][C:4]([NH:6][C:7]1[N:12]=[CH:11][C:10]([C:13]2[C:14]([O:25][CH:26]3[CH2:27][CH2:28][NH:29][CH2:30][CH2:31]3)=[N:15][CH:16]=[C:17]([C:19]3[O:20][C:21]([CH3:24])=[N:22][N:23]=3)[CH:18]=2)=[C:9]([C:39]2[S:40][CH:41]=[C:42]([C:44]([F:45])([F:46])[F:47])[N:43]=2)[CH:8]=1)=[O:5])[CH3:2]. The reactants are [CH2:1]([NH:3][C:4]([NH:6][C:7]1[N:12]=[CH:11][C:10]([C:13]2[C:14]([O:25][CH:26]3[CH2:31][CH2:30][N:29](C(OC(C)(C)C)=O)[CH2:28][CH2:27]3)=[N:15][CH:16]=[C:17]([C:19]3[O:20][C:21]([CH3:24])=[N:22][N:23]=3)[CH:18]=2)=[C:9]([C:39]2[S:40][CH:41]=[C:42]([C:44]([F:47])([F:46])[F:45])[N:43]=2)[CH:8]=1)=[O:5])[CH3:2].FC(F)(F)C(O)=O. The catalyst is ClCCl. The yield is 0.470. (6) The reactants are Cl.[CH:2]([N:15]1[CH2:18][C:17]([CH3:20])([OH:19])[CH2:16]1)([C:9]1[CH:14]=[CH:13][CH:12]=[CH:11][CH:10]=1)[C:3]1[CH:8]=[CH:7][CH:6]=[CH:5][CH:4]=1.C(N(CC)CC)C.[CH3:28][S:29](Cl)(=[O:31])=[O:30]. The catalyst is ClCCl.O. The product is [CH3:28][S:29]([O:19][C:17]1([CH3:20])[CH2:18][N:15]([CH:2]([C:9]2[CH:14]=[CH:13][CH:12]=[CH:11][CH:10]=2)[C:3]2[CH:4]=[CH:5][CH:6]=[CH:7][CH:8]=2)[CH2:16]1)(=[O:31])=[O:30]. The yield is 0.640.